This data is from Catalyst prediction with 721,799 reactions and 888 catalyst types from USPTO. The task is: Predict which catalyst facilitates the given reaction. (1) Reactant: [N:1]1[CH:6]=[C:5]([C@@H:7]2[CH2:12][CH2:11][CH2:10][N:8]2[CH3:9])[CH:4]=[CH:3][CH:2]=1.[Br:13][CH2:14][CH2:15]/[CH:16]=[CH:17]\[CH2:18][CH2:19][CH2:20][CH3:21]. Product: [BrH:13].[Br-:13].[CH3:9][N:8]1[CH2:10][CH2:11][CH2:12][C@H:7]1[C:5]1[CH:6]=[N+:1]([CH2:14][CH2:15]/[CH:16]=[CH:17]\[CH2:18][CH2:19][CH2:20][CH3:21])[CH:2]=[CH:3][CH:4]=1. The catalyst class is: 52. (2) Reactant: [S:1]1[CH2:5][CH2:4][CH2:3][CH2:2]1.[Br:6][CH2:7][C:8](=[O:13])[C:9]([CH3:12])([CH3:11])[CH3:10].C(OCC)(=O)C. Product: [Br-:6].[O:13]=[C:8]([C:9]([CH3:12])([CH3:11])[CH3:10])[CH2:7][S+:1]1[CH2:5][CH2:4][CH2:3][CH2:2]1. The catalyst class is: 10. (3) Reactant: [C:1]([CH:3]([C:5]1[CH:6]=[C:7]([CH:11]=[CH:12][CH:13]=1)[C:8]([OH:10])=[O:9])[CH3:4])#[N:2].[O:14](C(OC(C)(C)C)=O)[C:15]([O:17][C:18]([CH3:21])([CH3:20])[CH3:19])=O. Product: [C:18]([O:17][C:15]([NH:2][CH2:1][CH:3]([C:5]1[CH:6]=[C:7]([CH:11]=[CH:12][CH:13]=1)[C:8]([OH:10])=[O:9])[CH3:4])=[O:14])([CH3:21])([CH3:20])[CH3:19]. The catalyst class is: 1. (4) The catalyst class is: 198. Product: [OH:5][C:4]1[C:3]([CH3:10])=[CH:2][C:8]([O:9][CH2:18][C:19]([O:21][C:22]([CH3:25])([CH3:24])[CH3:23])=[O:20])=[CH:7][C:6]=1[CH3:11]. Reactant: C[C:2]1[C:3]([CH3:10])=[C:4]([CH:6]=[CH:7][C:8]=1[OH:9])[OH:5].[C:11](=O)([O-])[O-].[Cs+].[Cs+].Br[CH2:18][C:19]([O:21][C:22]([CH3:25])([CH3:24])[CH3:23])=[O:20].C(=O)([O-])[O-].[K+].[K+].